Dataset: Forward reaction prediction with 1.9M reactions from USPTO patents (1976-2016). Task: Predict the product of the given reaction. (1) The product is: [CH3:33][N:34]([CH3:38])[C:35]([N:29]1[CH2:28][CH2:27][N:26]([C:24]([C:6]2[N:5]([CH2:4][CH:3]([F:2])[F:32])[C:13]3[C:8]([CH:7]=2)=[CH:9][C:10]([O:14][CH:15]2[CH2:20][CH2:19][N:18]([CH:21]([CH3:23])[CH3:22])[CH2:17][CH2:16]2)=[CH:11][CH:12]=3)=[O:25])[CH2:31][CH2:30]1)=[O:36]. Given the reactants Cl.[F:2][CH:3]([F:32])[CH2:4][N:5]1[C:13]2[C:8](=[CH:9][C:10]([O:14][CH:15]3[CH2:20][CH2:19][N:18]([CH:21]([CH3:23])[CH3:22])[CH2:17][CH2:16]3)=[CH:11][CH:12]=2)[CH:7]=[C:6]1[C:24]([N:26]1[CH2:31][CH2:30][NH:29][CH2:28][CH2:27]1)=[O:25].[CH3:33][N:34]([CH3:38])[C:35](Cl)=[O:36], predict the reaction product. (2) Given the reactants Br[C:2]1[S:3][CH:4]=[C:5]([Br:7])[N:6]=1.[NH:8]1[CH2:13][CH2:12][CH:11]([C:14]#[N:15])[CH2:10][CH2:9]1, predict the reaction product. The product is: [Br:7][C:5]1[N:6]=[C:2]([N:8]2[CH2:13][CH2:12][CH:11]([C:14]#[N:15])[CH2:10][CH2:9]2)[S:3][CH:4]=1.